This data is from Peptide-MHC class II binding affinity with 134,281 pairs from IEDB. The task is: Regression. Given a peptide amino acid sequence and an MHC pseudo amino acid sequence, predict their binding affinity value. This is MHC class II binding data. (1) The binding affinity (normalized) is 0.190. The peptide sequence is LVGPFNFRFMSKGGM. The MHC is DRB1_1302 with pseudo-sequence DRB1_1302. (2) The MHC is DRB1_0101 with pseudo-sequence DRB1_0101. The peptide sequence is AAYSDQATLLLWSPR. The binding affinity (normalized) is 0.202. (3) The binding affinity (normalized) is 0.321. The peptide sequence is NIVVNVFNQLDQPLL. The MHC is HLA-DQA10102-DQB10602 with pseudo-sequence HLA-DQA10102-DQB10602. (4) The binding affinity (normalized) is 0.628. The MHC is DRB1_1302 with pseudo-sequence DRB1_1302. The peptide sequence is GELSIVDKIDAAFKI. (5) The peptide sequence is VQYSRADEEQQQALS. The MHC is HLA-DPA10201-DPB10101 with pseudo-sequence HLA-DPA10201-DPB10101. The binding affinity (normalized) is 0. (6) The peptide sequence is AAATAGTTVTGAFAA. The MHC is HLA-DPA10103-DPB10401 with pseudo-sequence HLA-DPA10103-DPB10401. The binding affinity (normalized) is 0.0349.